From a dataset of Reaction yield outcomes from USPTO patents with 853,638 reactions. Predict the reaction yield, written as a fraction of the theoretical maximum amount of product (1.0 means a 100% yield; for example, 0.34 means a 34% yield). (1) The reactants are Br[C:2]1[CH:3]=[CH:4][C:5]([F:21])=[C:6]([C@:8]2([CH3:20])[C:14]([F:16])([F:15])[C:13]([CH3:18])([CH3:17])[O:12][CH2:11][C:10](=[O:19])[NH:9]2)[CH:7]=1.[NH2:22][C:23]1[CH:24]=[CH:25][C:26]([Cl:29])=[N:27][CH:28]=1. No catalyst specified. The product is [Cl:29][C:26]1[N:27]=[CH:28][C:23]([NH:22][C:2]2[CH:3]=[CH:4][C:5]([F:21])=[C:6]([C@:8]3([CH3:20])[C:14]([F:16])([F:15])[C:13]([CH3:18])([CH3:17])[O:12][CH2:11][C:10](=[O:19])[NH:9]3)[CH:7]=2)=[CH:24][CH:25]=1. The yield is 0.327. (2) The reactants are [CH2:1]([O:4][C:5]1[CH:10]=[CH:9][C:8](CCl)=[CH:7][C:6]=1C)[CH:2]=[CH2:3].N[C:15](N)=[S:16].O.N.[CH2:20](O)C. No catalyst specified. The product is [CH2:1]([O:4][C:5]1[CH:6]=[CH:7][C:8]([CH2:15][SH:16])=[C:9]([CH3:20])[CH:10]=1)[CH:2]=[CH2:3]. The yield is 0.590. (3) The reactants are [CH:1]([N:14]1[CH2:17][CH:16]([C:18](O)=[O:19])[CH2:15]1)([C:8]1[CH:13]=[CH:12][CH:11]=[CH:10][CH:9]=1)[C:2]1[CH:7]=[CH:6][CH:5]=[CH:4][CH:3]=1.C(N(CC)CC)C.C(Cl)(=O)OCC. The catalyst is O1CCCC1. The product is [CH:1]([N:14]1[CH2:17][CH:16]([CH2:18][OH:19])[CH2:15]1)([C:8]1[CH:13]=[CH:12][CH:11]=[CH:10][CH:9]=1)[C:2]1[CH:3]=[CH:4][CH:5]=[CH:6][CH:7]=1. The yield is 0.540. (4) The reactants are O=P(Cl)(Cl)Cl.[Cl:6][C:7]1[CH:15]=[C:14]2[C:10]([CH:11]=[CH:12][NH:13]2)=[CH:9][C:8]=1[F:16].CN(C)[CH:19]=[O:20]. No catalyst specified. The product is [Cl:6][C:7]1[CH:15]=[C:14]2[C:10]([C:11]([CH:19]=[O:20])=[CH:12][NH:13]2)=[CH:9][C:8]=1[F:16]. The yield is 0.970.